Dataset: Forward reaction prediction with 1.9M reactions from USPTO patents (1976-2016). Task: Predict the product of the given reaction. (1) Given the reactants [NH:1]1[CH2:6][CH2:5][CH:4]([C:7]2[C:15]3[C:10](=[CH:11][CH:12]=[CH:13][CH:14]=3)[NH:9][CH:8]=2)[CH2:3][CH2:2]1.[F:16][CH:17]([F:33])[C:18]1[N:22]2[N:23]=[C:24](N3CCNCC3)[CH:25]=[CH:26][C:21]2=[N:20][N:19]=1, predict the reaction product. The product is: [F:33][CH:17]([F:16])[C:18]1[N:22]2[N:23]=[C:24]([N:1]3[CH2:6][CH2:5][CH:4]([C:7]4[C:15]5[C:10](=[CH:11][CH:12]=[CH:13][CH:14]=5)[NH:9][CH:8]=4)[CH2:3][CH2:2]3)[CH:25]=[CH:26][C:21]2=[N:20][N:19]=1. (2) Given the reactants CC1(C)O[C:7](=[O:8])[CH2:6][C:4](=[O:5])[O:3]1.[CH2:11]([N:18]([CH3:28])[C:19]1[CH:26]=[CH:25][C:22]([CH:23]=O)=[C:21]([OH:27])[CH:20]=1)[C:12]1[CH:17]=[CH:16][CH:15]=[CH:14][CH:13]=1.N1CCCCC1.C(O)(=O)C, predict the reaction product. The product is: [CH2:11]([N:18]([CH3:28])[C:19]1[CH:20]=[C:21]2[C:22]([CH:23]=[C:6]([C:4]([OH:5])=[O:3])[C:7](=[O:8])[O:27]2)=[CH:25][CH:26]=1)[C:12]1[CH:17]=[CH:16][CH:15]=[CH:14][CH:13]=1. (3) Given the reactants Cl[C:2]1[C:11]2[C:6](=[CH:7][C:8]([N:13]3[CH2:18][CH2:17][O:16][CH2:15][CH2:14]3)=[C:9]([F:12])[CH:10]=2)[N:5]=[C:4]([CH:19]=[CH:20][C:21]2[O:22][C:23]([N+:26]([O-:28])=[O:27])=[CH:24][CH:25]=2)[N:3]=1.[CH2:29]([NH2:31])[CH3:30], predict the reaction product. The product is: [CH2:29]([NH:31][C:2]1[C:11]2[C:6](=[CH:7][C:8]([N:13]3[CH2:18][CH2:17][O:16][CH2:15][CH2:14]3)=[C:9]([F:12])[CH:10]=2)[N:5]=[C:4](/[CH:19]=[CH:20]/[C:21]2[O:22][C:23]([N+:26]([O-:28])=[O:27])=[CH:24][CH:25]=2)[N:3]=1)[CH3:30]. (4) Given the reactants [C:1]([C:5]1[O:6][CH:7]=[CH:8][CH:9]=1)([CH3:4])([CH3:3])[CH3:2].C([Li])CCC.[C:15](=[O:17])=[O:16], predict the reaction product. The product is: [C:1]([C:5]1[O:6][C:7]([C:15]([OH:17])=[O:16])=[CH:8][CH:9]=1)([CH3:4])([CH3:3])[CH3:2]. (5) Given the reactants [Si:1]([O:8][C@H:9]([C:33]1[CH:34]=[N:35][CH:36]=[CH:37][CH:38]=1)[C@H:10]1[CH2:14][CH2:13][C@@H:12]([CH2:15][C:16]2[CH:21]=[CH:20][C:19]([C:22]([O:24][CH3:25])=[O:23])=[CH:18][CH:17]=2)[N:11]1[C:26]([O:28][C:29]([CH3:32])([CH3:31])[CH3:30])=[O:27])([C:4]([CH3:7])([CH3:6])[CH3:5])([CH3:3])[CH3:2].C1C=C(Cl)C=C(C(OO)=[O:47])C=1, predict the reaction product. The product is: [Si:1]([O:8][C@H:9]([C:33]1[CH:34]=[N+:35]([O-:47])[CH:36]=[CH:37][CH:38]=1)[C@H:10]1[CH2:14][CH2:13][C@@H:12]([CH2:15][C:16]2[CH:21]=[CH:20][C:19]([C:22]([O:24][CH3:25])=[O:23])=[CH:18][CH:17]=2)[N:11]1[C:26]([O:28][C:29]([CH3:31])([CH3:30])[CH3:32])=[O:27])([C:4]([CH3:5])([CH3:6])[CH3:7])([CH3:2])[CH3:3]. (6) Given the reactants [BH4-].[Li+].[Br:3][C:4]1[CH:5]=[C:6]([C:23](OC)=[O:24])[C:7]2[CH:8]=[N:9][N:10]([S:13]([C:16]3[CH:22]=[CH:21][C:19]([CH3:20])=[CH:18][CH:17]=3)(=[O:15])=[O:14])[C:11]=2[CH:12]=1.CO, predict the reaction product. The product is: [Br:3][C:4]1[CH:12]=[C:11]2[C:7]([CH:8]=[N:9][N:10]2[S:13]([C:16]2[CH:22]=[CH:21][C:19]([CH3:20])=[CH:18][CH:17]=2)(=[O:15])=[O:14])=[C:6]([CH2:23][OH:24])[CH:5]=1.